Dataset: Peptide-MHC class II binding affinity with 134,281 pairs from IEDB. Task: Regression. Given a peptide amino acid sequence and an MHC pseudo amino acid sequence, predict their binding affinity value. This is MHC class II binding data. (1) The peptide sequence is ENIQRFLPNPAGVQLEDPEF. The MHC is DRB1_1101 with pseudo-sequence DRB1_1101. The binding affinity (normalized) is 0.426. (2) The peptide sequence is DIFTNSRGKRASKGN. The MHC is HLA-DQA10501-DQB10201 with pseudo-sequence HLA-DQA10501-DQB10201. The binding affinity (normalized) is 0. (3) The peptide sequence is RGLSSRKRRSHDVLT. The MHC is HLA-DQA10201-DQB10303 with pseudo-sequence HLA-DQA10201-DQB10303. The binding affinity (normalized) is 0. (4) The peptide sequence is NAATAGTTVYGAFAA. The MHC is HLA-DQA10401-DQB10402 with pseudo-sequence HLA-DQA10401-DQB10402. The binding affinity (normalized) is 0.391. (5) The peptide sequence is GWLQIVDKIDAAFKI. The MHC is DRB1_1302 with pseudo-sequence DRB1_1302. The binding affinity (normalized) is 0.610. (6) The peptide sequence is FIVFLLLAGRSCSYK. The MHC is DRB1_0404 with pseudo-sequence DRB1_0404. The binding affinity (normalized) is 0.581. (7) The peptide sequence is KKGGEAMDTISVFLH. The MHC is HLA-DQA10501-DQB10302 with pseudo-sequence HLA-DQA10501-DQB10302. The binding affinity (normalized) is 0.400. (8) The peptide sequence is AEHQAIVRDVLAASD. The MHC is DRB4_0101 with pseudo-sequence DRB4_0103. The binding affinity (normalized) is 0.350. (9) The peptide sequence is AYAQRVYQANRAAGS. The MHC is DRB1_0101 with pseudo-sequence DRB1_0101. The binding affinity (normalized) is 0.554. (10) The MHC is DRB3_0101 with pseudo-sequence DRB3_0101. The binding affinity (normalized) is 0.625. The peptide sequence is PICPGYRWMCLRRFIIFL.